Dataset: Catalyst prediction with 721,799 reactions and 888 catalyst types from USPTO. Task: Predict which catalyst facilitates the given reaction. (1) Reactant: [Cl:1][C:2]1[CH:3]=[CH:4][C:5]([O:29][CH:30]([F:32])[F:31])=[C:6]([C:8]2[C:12]([NH:13][C:14]([C:16]3[CH:17]=[N:18][N:19]4[CH:24]=[CH:23][CH:22]=[N:21][C:20]=34)=[O:15])=[CH:11][N:10]([CH2:25][C:26](O)=[O:27])[N:9]=2)[CH:7]=1.Cl.[N:34]1([CH:40]2[CH2:44][O:43][C:42](=[O:45])[CH2:41]2)[CH2:39][CH2:38][NH:37][CH2:36][CH2:35]1.CN(C(ON1N=NC2C=CC=NC1=2)=[N+](C)C)C.F[P-](F)(F)(F)(F)F.CCN(C(C)C)C(C)C. Product: [Cl:1][C:2]1[CH:3]=[CH:4][C:5]([O:29][CH:30]([F:32])[F:31])=[C:6]([C:8]2[C:12]([NH:13][C:14]([C:16]3[CH:17]=[N:18][N:19]4[CH:24]=[CH:23][CH:22]=[N:21][C:20]=34)=[O:15])=[CH:11][N:10]([CH2:25][C:26](=[O:27])[N:37]3[CH2:36][CH2:35][N:34]([CH:40]4[CH2:41][C:42](=[O:45])[O:43][CH2:44]4)[CH2:39][CH2:38]3)[N:9]=2)[CH:7]=1. The catalyst class is: 18. (2) Reactant: C([O:5][C:6](=[O:53])[C:7]([O:10]/[N:11]=[C:12](/[C:40]1[N:41]=[C:42]([NH:45]C(OC(C)(C)C)=O)[S:43][CH:44]=1)\[C:13]([NH:15][C@@H:16]1[C:19](=[O:20])[N:18]([S:21]([OH:24])(=[O:23])=[O:22])[C@@H:17]1[CH2:25][N:26]1[N:30]=[N:29][C:28]([CH2:31][NH:32]C(OC(C)(C)C)=O)=[N:27]1)=[O:14])([CH3:9])[CH3:8])(C)(C)C.C(O)(C(F)(F)F)=O. Product: [NH2:32][CH2:31][C:28]1[N:29]=[N:30][N:26]([CH2:25][C@@H:17]2[C@H:16]([NH:15][C:13](=[O:14])/[C:12](=[N:11]\[O:10][C:7]([CH3:9])([CH3:8])[C:6]([OH:53])=[O:5])/[C:40]3[N:41]=[C:42]([NH2:45])[S:43][CH:44]=3)[C:19](=[O:20])[N:18]2[S:21]([OH:24])(=[O:23])=[O:22])[N:27]=1. The catalyst class is: 2. (3) Reactant: [F:1][C:2]1[CH:9]=[CH:8][C:5]([CH:6]=O)=[CH:4][CH:3]=1.[C:10](#[N:14])[CH2:11][C:12]#[N:13].C(N(CC)CC)C.[CH3:22][O:23][C:24]1[CH:29]=[CH:28][C:27]([C:30]2[CH2:34][C:33](=[O:35])[N:32]([C:36]3[CH:41]=[CH:40][CH:39]=[CH:38][CH:37]=3)[N:31]=2)=[CH:26][CH:25]=1. Product: [NH2:13][C:12]1[O:35][C:33]2[N:32]([C:36]3[CH:41]=[CH:40][CH:39]=[CH:38][CH:37]=3)[N:31]=[C:30]([C:27]3[CH:26]=[CH:25][C:24]([O:23][CH3:22])=[CH:29][CH:28]=3)[C:34]=2[CH:6]([C:5]2[CH:8]=[CH:9][C:2]([F:1])=[CH:3][CH:4]=2)[C:11]=1[C:10]#[N:14]. The catalyst class is: 8. (4) Reactant: C(OC([N:8]1[CH2:13][CH2:12][N:11]([S:14]([C:17]2[CH:22]=[CH:21][C:20]([C:23]([F:26])([F:25])[F:24])=[CH:19][CH:18]=2)(=[O:16])=[O:15])[C@@H:10]([C:27](=[O:42])[NH:28][CH2:29][C:30]2[CH:35]=[CH:34][C:33]([O:36][C:37]([F:40])([F:39])[F:38])=[C:32]([F:41])[CH:31]=2)[CH2:9]1)=O)(C)(C)C.[ClH:43].O1CCOCC1. Product: [ClH:43].[F:41][C:32]1[CH:31]=[C:30]([CH:35]=[CH:34][C:33]=1[O:36][C:37]([F:40])([F:38])[F:39])[CH2:29][NH:28][C:27]([C@H:10]1[CH2:9][NH:8][CH2:13][CH2:12][N:11]1[S:14]([C:17]1[CH:22]=[CH:21][C:20]([C:23]([F:26])([F:25])[F:24])=[CH:19][CH:18]=1)(=[O:15])=[O:16])=[O:42]. The catalyst class is: 12.